Dataset: Full USPTO retrosynthesis dataset with 1.9M reactions from patents (1976-2016). Task: Predict the reactants needed to synthesize the given product. (1) Given the product [Br:1][C:2]1[CH:3]=[CH:4][C:5]([CH2:6][O:7][CH2:8][C:9]([NH:29][N:28]([CH2:27][C:26]2[CH:25]=[CH:24][C:23]([C:19]([CH3:20])([CH3:22])[CH3:21])=[CH:36][CH:35]=2)[C:30]([NH:32][CH2:33][CH3:34])=[O:31])=[O:11])=[CH:12][CH:13]=1, predict the reactants needed to synthesize it. The reactants are: [Br:1][C:2]1[CH:13]=[CH:12][C:5]([CH2:6][O:7][CH2:8][C:9]([OH:11])=O)=[CH:4][CH:3]=1.CS(O)(=O)=O.[C:19]([C:23]1[CH:36]=[CH:35][C:26]([CH2:27][N:28]([C:30]([NH:32][CH2:33][CH3:34])=[O:31])[NH2:29])=[CH:25][CH:24]=1)([CH3:22])([CH3:21])[CH3:20].F[P-](F)(F)(F)(F)F.N1(OC(N(C)C)=[N+](C)C)C2N=CC=CC=2N=N1.CCN(C(C)C)C(C)C. (2) Given the product [F:11][C:8]1[CH:9]=[CH:10][C:5]2[N:6]([C:2]([N:15]3[CH2:16][CH2:17][C@H:13]([OH:12])[CH2:14]3)=[N:3][N:4]=2)[CH:7]=1, predict the reactants needed to synthesize it. The reactants are: Cl[C:2]1[N:6]2[CH:7]=[C:8]([F:11])[CH:9]=[CH:10][C:5]2=[N:4][N:3]=1.[OH:12][C@H:13]1[CH2:17][CH2:16][NH:15][CH2:14]1.N. (3) Given the product [OH:8][C@H:9]([C:23]1[CH:24]=[CH:25][C:26](/[C:29](=[N:37]/[OH:38])/[NH2:30])=[CH:27][CH:28]=1)[CH2:10][N:11]1[CH2:16][CH2:15][CH2:14][C@@H:13]([CH2:17][C:18]([O:20][CH2:21][CH3:22])=[O:19])[CH2:12]1, predict the reactants needed to synthesize it. The reactants are: [Si]([O:8][C@@H:9]([C:23]1[CH:28]=[CH:27][C:26]([C:29]#[N:30])=[CH:25][CH:24]=1)[CH2:10][N:11]1[CH2:16][CH2:15][CH2:14][C@H:13]([CH2:17][C:18]([O:20][CH2:21][CH3:22])=[O:19])[CH2:12]1)(C(C)(C)C)(C)C.C(=O)(O)[O-].[Na+].Cl.[NH2:37][OH:38]. (4) Given the product [ClH:1].[Cl:1][C:2]1[CH:8]=[CH:7][C:6]([O:9][CH3:10])=[C:5]2[C:3]=1[N:4]=[C:13]([CH3:14])[CH:12]=[CH:18]2, predict the reactants needed to synthesize it. The reactants are: [Cl:1][C:2]1[CH:8]=[CH:7][C:6]([O:9][CH3:10])=[CH:5][C:3]=1[NH2:4].Cl.[C:12]1(Cl)[C:18](=O)C(Cl)=C(Cl)[C:14](=O)[C:13]=1Cl.C(=O)/C=C/C. (5) Given the product [NH2:16][C:11]1[CH:12]=[CH:13][CH:14]=[C:15]2[C:10]=1[C:9](=[O:19])[C:8]1([NH:20][C:21]([C:23]3[CH:28]=[N:27][CH:26]=[CH:25][N:24]=3)=[O:22])[C:7]3[CH:29]=[CH:30][C:31]([CH:33]([CH3:35])[CH3:34])=[CH:32][C:6]=3[O:5][C:4]12[OH:3], predict the reactants needed to synthesize it. The reactants are: Cl.O.[OH:3][C:4]12[C:15]3[C:10](=[C:11]([N+:16]([O-])=O)[CH:12]=[CH:13][CH:14]=3)[C:9](=[O:19])[C:8]1([NH:20][C:21]([C:23]1[CH:28]=[N:27][CH:26]=[CH:25][N:24]=1)=[O:22])[C:7]1[CH:29]=[CH:30][C:31]([CH:33]([CH3:35])[CH3:34])=[CH:32][C:6]=1[O:5]2. (6) Given the product [F:17][C:15]1[CH:14]=[CH:13][C:12]([N+:18]([O-:20])=[O:19])=[C:11]([NH:1][C:2]2[S:3][C:4]([CH3:9])=[CH:5][C:6]=2[C:7]#[N:8])[CH:16]=1, predict the reactants needed to synthesize it. The reactants are: [NH2:1][C:2]1[S:3][C:4]([CH3:9])=[CH:5][C:6]=1[C:7]#[N:8].F[C:11]1[CH:16]=[C:15]([F:17])[CH:14]=[CH:13][C:12]=1[N+:18]([O-:20])=[O:19].O.[OH-].[Li+].Cl. (7) The reactants are: [CH2:1]([B:5]([OH:7])[OH:6])[CH2:2][CH2:3][CH3:4].O[CH2:9][CH2:10][NH:11][CH2:12][CH2:13]O.O[C@H]([C@@H](O)C(N(C)C)=O)C(N(C)C)=O. Given the product [CH2:1]([B:5]1[O:7][CH2:13][CH2:12][NH:11][CH2:10][CH2:9][O:6]1)[CH2:2][CH2:3][CH3:4], predict the reactants needed to synthesize it. (8) Given the product [CH3:1][O:2][C:3]1[N:8]=[C:7]([CH2:9][C:10]([O:12][CH2:13][CH3:14])=[O:11])[CH:6]=[CH:5][CH:4]=1, predict the reactants needed to synthesize it. The reactants are: [CH3:1][O:2][C:3]1[N:8]=[C:7]([CH:9](C(OCC)=O)[C:10]([O:12][CH2:13][CH3:14])=[O:11])[CH:6]=[CH:5][CH:4]=1.Cl.